Dataset: Catalyst prediction with 721,799 reactions and 888 catalyst types from USPTO. Task: Predict which catalyst facilitates the given reaction. (1) Reactant: Br[C:2]1[CH:9]=[C:8]([CH3:10])[C:5]([C:6]#[N:7])=[C:4]([O:11][CH3:12])[CH:3]=1.[NH:13]1[CH2:18][CH2:17][O:16][CH2:15][CH2:14]1.C(=O)([O-])[O-].[Cs+].[Cs+].C1(P(C2C=CC=CC=2)C2C=CC3C(=CC=CC=3)C=2C2C3C(=CC=CC=3)C=CC=2P(C2C=CC=CC=2)C2C=CC=CC=2)C=CC=CC=1. Product: [CH3:12][O:11][C:4]1[CH:3]=[C:2]([N:13]2[CH2:18][CH2:17][O:16][CH2:15][CH2:14]2)[CH:9]=[C:8]([CH3:10])[C:5]=1[C:6]#[N:7]. The catalyst class is: 491. (2) Reactant: C(N(C(C)C)CC)(C)C.[Li]CCCC.[O:15]=[C:16]1[CH2:21][CH2:20][CH:19]([C:22]2[CH:32]=[CH:31][C:25]([C:26]([O:28][CH2:29][CH3:30])=[O:27])=[CH:24][CH:23]=2)[CH2:18][CH2:17]1.C1C=CC(N([S:40]([C:43]([F:46])([F:45])[F:44])(=[O:42])=[O:41])[S:40]([C:43]([F:46])([F:45])[F:44])(=[O:42])=[O:41])=CC=1. Product: [F:44][C:43]([F:46])([F:45])[S:40]([O:15][C:16]1[CH2:21][CH2:20][CH:19]([C:22]2[CH:23]=[CH:24][C:25]([C:26]([O:28][CH2:29][CH3:30])=[O:27])=[CH:31][CH:32]=2)[CH2:18][CH:17]=1)(=[O:42])=[O:41]. The catalyst class is: 1. (3) Reactant: [Cl:1][C:2]1[CH:7]=[C:6]2[NH:8][C:9](=[O:31])[C:10]3([CH:15]([C:16]4[CH:21]=[CH:20][CH:19]=[C:18]([Cl:22])[CH:17]=4)[CH2:14][C:13](=O)[NH:12][CH:11]3[C:24]3[N:25]([CH3:30])[N:26]=[C:27]([CH3:29])[CH:28]=3)[C:5]2=[CH:4][CH:3]=1.[BH4-].[Na+]. Product: [Cl:1][C:2]1[CH:7]=[C:6]2[NH:8][C:9](=[O:31])[C:10]3([CH:15]([C:16]4[CH:21]=[CH:20][CH:19]=[C:18]([Cl:22])[CH:17]=4)[CH2:14][CH2:13][NH:12][CH:11]3[C:24]3[N:25]([CH3:30])[N:26]=[C:27]([CH3:29])[CH:28]=3)[C:5]2=[CH:4][CH:3]=1. The catalyst class is: 5. (4) Reactant: [NH:1]1[C:5]2[CH:6]=[CH:7][CH:8]=[CH:9][C:4]=2[N:3]=[C:2]1[CH2:10][N:11]1[C@@H:24]2[C@@H:15]([CH2:16][CH2:17][C:18]3[C:23]2=[N:22][CH:21]=[CH:20][CH:19]=3)[CH2:14][CH2:13][CH2:12]1.C(=O)([O-])[O-].[K+].[K+].Br.Br[CH2:33][C:34]1[CH:39]=[CH:38][CH:37]=[CH:36][N:35]=1.[I-].[K+]. Product: [N:35]1[CH:36]=[CH:37][CH:38]=[CH:39][C:34]=1[CH2:33][N:1]1[C:5]2[CH:6]=[CH:7][CH:8]=[CH:9][C:4]=2[N:3]=[C:2]1[CH2:10][N:11]1[C@@H:24]2[C@@H:15]([CH2:16][CH2:17][C:18]3[C:23]2=[N:22][CH:21]=[CH:20][CH:19]=3)[CH2:14][CH2:13][CH2:12]1. The catalyst class is: 35. (5) Reactant: [Br:1][C:2]1[CH:17]=[CH:16][C:5]([O:6][CH2:7][C:8]2[CH:13]=[CH:12][C:11]([CH2:14][OH:15])=[CH:10][CH:9]=2)=[CH:4][CH:3]=1.C(N(CC)C(C)C)(C)C.[CH3:27][S:28](Cl)(=[O:30])=[O:29]. Product: [CH3:27][S:28]([O:15][CH2:14][C:11]1[CH:12]=[CH:13][C:8]([CH2:7][O:6][C:5]2[CH:4]=[CH:3][C:2]([Br:1])=[CH:17][CH:16]=2)=[CH:9][CH:10]=1)(=[O:30])=[O:29]. The catalyst class is: 4. (6) Reactant: Cl[C:2]1[C:11]2[C:6](=[CH:7][CH:8]=[C:9]([F:12])[CH:10]=2)[N:5]=[CH:4][C:3]=1[CH:13]([N:15]1[C:23](=[O:24])[C:22]2[C:17](=[CH:18][CH:19]=[CH:20][CH:21]=2)[C:16]1=[O:25])[CH3:14].[Br-].[CH:27]1([Zn+])[CH2:29][CH2:28]1.C1COCC1. Product: [CH:27]1([C:2]2[C:11]3[C:6](=[CH:7][CH:8]=[C:9]([F:12])[CH:10]=3)[N:5]=[CH:4][C:3]=2[CH:13]([N:15]2[C:23](=[O:24])[C:22]3[C:17](=[CH:18][CH:19]=[CH:20][CH:21]=3)[C:16]2=[O:25])[CH3:14])[CH2:29][CH2:28]1. The catalyst class is: 11. (7) Reactant: [NH2:1][C:2]1[C:7]([C:8]2[O:12][N:11]=[C:10]([CH2:13][C:14]3[CH:19]=[CH:18][C:17]([OH:20])=[CH:16][CH:15]=3)[CH:9]=2)=[CH:6][CH:5]=[CH:4][N:3]=1.[OH-].[Na+].[F:23][C:24]1[CH:31]=[CH:30][C:27]([CH2:28]Br)=[CH:26][CH:25]=1. Product: [F:23][C:24]1[CH:31]=[CH:30][C:27]([CH2:28][O:20][C:17]2[CH:18]=[CH:19][C:14]([CH2:13][C:10]3[CH:9]=[C:8]([C:7]4[C:2]([NH2:1])=[N:3][CH:4]=[CH:5][CH:6]=4)[O:12][N:11]=3)=[CH:15][CH:16]=2)=[CH:26][CH:25]=1. The catalyst class is: 5.